Dataset: Reaction yield outcomes from USPTO patents with 853,638 reactions. Task: Predict the reaction yield, written as a fraction of the theoretical maximum amount of product (1.0 means a 100% yield; for example, 0.34 means a 34% yield). The reactants are C([N:8]1[CH2:14][CH:13]2[CH2:15][CH:9]1[CH:10]([OH:16])[CH2:11][CH2:12]2)C1C=CC=CC=1.[H][H].C(N(CC)CC)C.[C:34](O[C:34]([O:36][C:37]([CH3:40])([CH3:39])[CH3:38])=[O:35])([O:36][C:37]([CH3:40])([CH3:39])[CH3:38])=[O:35]. The catalyst is CO.Cl.ClCCl.[Pd]. The product is [OH:16][CH:10]1[CH:9]2[CH2:15][CH:13]([CH2:14][N:8]2[C:34]([O:36][C:37]([CH3:38])([CH3:39])[CH3:40])=[O:35])[CH2:12][CH2:11]1. The yield is 0.430.